This data is from Peptide-MHC class II binding affinity with 134,281 pairs from IEDB. The task is: Regression. Given a peptide amino acid sequence and an MHC pseudo amino acid sequence, predict their binding affinity value. This is MHC class II binding data. (1) The peptide sequence is AAATAGTTDYGAFAA. The MHC is HLA-DQA10501-DQB10301 with pseudo-sequence HLA-DQA10501-DQB10301. The binding affinity (normalized) is 0.558. (2) The peptide sequence is ERKLHQQGRCRTCVY. The MHC is DRB1_0301 with pseudo-sequence DRB1_0301. The binding affinity (normalized) is 0.614. (3) The peptide sequence is QLVMKANNSVIMNGA. The MHC is DRB1_0901 with pseudo-sequence DRB1_0901. The binding affinity (normalized) is 0.586. (4) The peptide sequence is PGPNITATYGGKWLD. The MHC is HLA-DQA10102-DQB10502 with pseudo-sequence HLA-DQA10102-DQB10502. The binding affinity (normalized) is 0. (5) The peptide sequence is SQDLELSWRLNGLQAY. The MHC is HLA-DQA10101-DQB10501 with pseudo-sequence HLA-DQA10101-DQB10501. The binding affinity (normalized) is 0.716. (6) The peptide sequence is AGWLFHVRGARRSGD. The MHC is HLA-DQA10201-DQB10303 with pseudo-sequence HLA-DQA10201-DQB10303. The binding affinity (normalized) is 0.412. (7) The peptide sequence is LASVAMCRTPFSLAE. The MHC is HLA-DQA10201-DQB10402 with pseudo-sequence HLA-DQA10201-DQB10402. The binding affinity (normalized) is 0.563. (8) The binding affinity (normalized) is 0.552. The peptide sequence is PWQSGSGGVWREMHH. The MHC is DRB5_0101 with pseudo-sequence DRB5_0101. (9) The peptide sequence is DKELYPLASLRSLFG. The MHC is HLA-DPA10201-DPB10101 with pseudo-sequence HLA-DPA10201-DPB10101. The binding affinity (normalized) is 0.274. (10) The peptide sequence is QLGELYYAIHKASPV. The MHC is DRB1_0405 with pseudo-sequence DRB1_0405. The binding affinity (normalized) is 0.414.